This data is from Peptide-MHC class I binding affinity with 185,985 pairs from IEDB/IMGT. The task is: Regression. Given a peptide amino acid sequence and an MHC pseudo amino acid sequence, predict their binding affinity value. This is MHC class I binding data. (1) The peptide sequence is ITEMLRKDY. The MHC is HLA-A29:02 with pseudo-sequence HLA-A29:02. The binding affinity (normalized) is 0. (2) The peptide sequence is LTDEQKNAV. The MHC is HLA-A29:02 with pseudo-sequence HLA-A29:02. The binding affinity (normalized) is 0.0847. (3) The MHC is Mamu-B8301 with pseudo-sequence Mamu-B8301. The peptide sequence is VPGFQALSE. The binding affinity (normalized) is 0. (4) The peptide sequence is CRTLLSRV. The MHC is Mamu-B03 with pseudo-sequence Mamu-B03. The binding affinity (normalized) is 0.262. (5) The peptide sequence is PTIEDDKIV. The MHC is HLA-A02:03 with pseudo-sequence HLA-A02:03. The binding affinity (normalized) is 0.